This data is from Forward reaction prediction with 1.9M reactions from USPTO patents (1976-2016). The task is: Predict the product of the given reaction. Given the reactants O[CH2:2][C:3]1[CH:8]=[CH:7][CH:6]=[CH:5][C:4]=1[N:9]([CH3:14])[S:10]([CH3:13])(=[O:12])=[O:11].C(Br)(Br)(Br)[Br:16].C1(P(C2C=CC=CC=2)C2C=CC=CC=2)C=CC=CC=1, predict the reaction product. The product is: [Br:16][CH2:2][C:3]1[CH:8]=[CH:7][CH:6]=[CH:5][C:4]=1[N:9]([CH3:14])[S:10]([CH3:13])(=[O:12])=[O:11].